Dataset: Forward reaction prediction with 1.9M reactions from USPTO patents (1976-2016). Task: Predict the product of the given reaction. (1) Given the reactants [CH3:1][O:2][C:3]1[CH:4]=[C:5]([CH:11]2[CH2:16][CH:15]([C:17]([F:20])([F:19])[F:18])[N:14]3[N:21]=[C:22]([C:24](O)=[O:25])[CH:23]=[C:13]3[NH:12]2)[CH:6]=[CH:7][C:8]=1[O:9][CH3:10].[N:27]1([C:33]([O:35][C:36]([CH3:39])([CH3:38])[CH3:37])=[O:34])[CH2:32][CH2:31][NH:30][CH2:29][CH2:28]1.CN(C(ON1N=NC2C=CC=NC1=2)=[N+](C)C)C.F[P-](F)(F)(F)(F)F.C(N(CC)C(C)C)(C)C.CN(C=O)C, predict the reaction product. The product is: [CH3:1][O:2][C:3]1[CH:4]=[C:5]([CH:11]2[CH2:16][CH:15]([C:17]([F:18])([F:20])[F:19])[N:14]3[N:21]=[C:22]([C:24]([N:30]4[CH2:29][CH2:28][N:27]([C:33]([O:35][C:36]([CH3:39])([CH3:38])[CH3:37])=[O:34])[CH2:32][CH2:31]4)=[O:25])[CH:23]=[C:13]3[NH:12]2)[CH:6]=[CH:7][C:8]=1[O:9][CH3:10]. (2) Given the reactants [CH3:1][S:2]([NH:5][CH2:6][CH2:7][CH2:8][C:9]([NH2:11])=O)(=[O:4])=[O:3].COC1C=CC(P2(SP(C3C=CC(OC)=CC=3)(=S)S2)=[S:21])=CC=1, predict the reaction product. The product is: [CH3:1][S:2]([NH:5][CH2:6][CH2:7][CH2:8][C:9]([NH2:11])=[S:21])(=[O:4])=[O:3]. (3) Given the reactants [CH:1]1[C:2]2[C:16](=[O:17])[C:15]3[C:14]([OH:18])=[C:13]([O:19][C@@H:20]4[O:25][C@H:24]([CH2:26][OH:27])[C@@H:23]([OH:28])[C@H:22]([OH:29])[C@H:21]4[OH:30])[C:12]([OH:31])=[CH:11][C:10]=3[O:9][C:3]=2[CH:4]=[C:5]([OH:8])[C:6]=1[OH:7].[Na].[K].[CH3:34][O:35][C:36]1[CH:37]=[CH:38][C:39]2[CH:40]=[C:41]3[N+:50](=[CH:51][C:52]=2[C:53]=1[O:54][CH3:55])[CH2:49][CH2:48][C:47]1[CH:46]=[C:45]2[O:56][CH2:57][O:58][C:44]2=[CH:43][C:42]3=1, predict the reaction product. The product is: [CH:1]1[C:2]2[C:16](=[O:17])[C:15]3[C:14]([OH:18])=[C:13]([O:19][C@@H:20]4[O:25][C@H:24]([CH2:26][OH:27])[C@@H:23]([OH:28])[C@H:22]([OH:29])[C@H:21]4[OH:30])[C:12]([OH:31])=[CH:11][C:10]=3[O:9][C:3]=2[CH:4]=[C:5]([OH:8])[C:6]=1[OH:7].[CH3:34][O:35][C:36]1[CH:37]=[CH:38][C:39]2[CH:40]=[C:41]3[N+:50](=[CH:51][C:52]=2[C:53]=1[O:54][CH3:55])[CH2:49][CH2:48][C:47]1[CH:46]=[C:45]2[O:56][CH2:57][O:58][C:44]2=[CH:43][C:42]3=1. (4) Given the reactants [OH:1][CH:2]([C:6]1[CH:11]=[CH:10][C:9]([C:12]2[N:16]=[C:15]([C:17]3[O:21][N:20]=[C:19]([C:22]4[CH:27]=[CH:26][CH:25]=[CH:24][CH:23]=4)[C:18]=3[C:28]([F:31])([F:30])[F:29])[O:14][N:13]=2)=[CH:8][CH:7]=1)[C:3](O)=[O:4].[NH2:32][CH2:33][CH2:34][N:35]1[CH2:39][CH2:38][NH:37][C:36]1=[O:40].CN1CCOCC1.CN(C(ON1N=NC2C=CC=NC1=2)=[N+](C)C)C.F[P-](F)(F)(F)(F)F, predict the reaction product. The product is: [OH:1][CH:2]([C:6]1[CH:11]=[CH:10][C:9]([C:12]2[N:16]=[C:15]([C:17]3[O:21][N:20]=[C:19]([C:22]4[CH:27]=[CH:26][CH:25]=[CH:24][CH:23]=4)[C:18]=3[C:28]([F:31])([F:30])[F:29])[O:14][N:13]=2)=[CH:8][CH:7]=1)[C:3]([NH:32][CH2:33][CH2:34][N:35]1[CH2:39][CH2:38][NH:37][C:36]1=[O:40])=[O:4]. (5) Given the reactants [CH3:1][O:2][C:3]1[CH:8]=[C:7]([B:9]2[O:13][C:12]([CH3:15])([CH3:14])[C:11]([CH3:17])([CH3:16])[O:10]2)[CH:6]=[CH:5][C:4]=1[NH:18]C(=O)OC(C)(C)C.FC(F)(F)C(O)=O, predict the reaction product. The product is: [CH3:1][O:2][C:3]1[CH:8]=[C:7]([B:9]2[O:13][C:12]([CH3:15])([CH3:14])[C:11]([CH3:17])([CH3:16])[O:10]2)[CH:6]=[CH:5][C:4]=1[NH2:18]. (6) Given the reactants [C:1]([O:5][C:6](=[O:29])[NH:7][C:8]([C:10]1[S:11][C:12]([S:27][CH3:28])=[C:13]([S:15]([C:18]2[CH:23]=[CH:22][CH:21]=[C:20](B(O)O)[CH:19]=2)(=[O:17])=[O:16])[CH:14]=1)=[NH:9])([CH3:4])([CH3:3])[CH3:2].Br[C:31]1[C:36]([CH3:37])=[CH:35][C:34]([N+:38]([O-:40])=[O:39])=[CH:33][C:32]=1[NH2:41].C([O-])([O-])=O.[Na+].[Na+].C(O)C, predict the reaction product. The product is: [C:1]([O:5][C:6](=[O:29])[NH:7][C:8]([C:10]1[S:11][C:12]([S:27][CH3:28])=[C:13]([S:15]([C:18]2[CH:19]=[C:20]([C:31]3[C:32]([NH2:41])=[CH:33][C:34]([N+:38]([O-:40])=[O:39])=[CH:35][C:36]=3[CH3:37])[CH:21]=[CH:22][CH:23]=2)(=[O:17])=[O:16])[CH:14]=1)=[NH:9])([CH3:4])([CH3:3])[CH3:2].